Dataset: Full USPTO retrosynthesis dataset with 1.9M reactions from patents (1976-2016). Task: Predict the reactants needed to synthesize the given product. (1) Given the product [CH3:23][O:22][C:15]1[CH:14]=[C:13]([C:12]2[C:7](=[O:6])[NH:8][CH:9]=[CH:10][N:11]=2)[CH:18]=[CH:17][C:16]=1[N+:19]([O-:21])=[O:20], predict the reactants needed to synthesize it. The reactants are: S(Cl)(Cl)=O.C[O:6][C:7]1[C:12]([C:13]2[CH:18]=[CH:17][C:16]([N+:19]([O-:21])=[O:20])=[C:15]([O:22][CH3:23])[CH:14]=2)=[N:11][CH:10]=[CH:9][N:8]=1. (2) Given the product [F:8][C:4]1[CH:5]=[CH:6][CH:7]=[C:2]([F:1])[C:3]=1[CH:9]1[CH2:10][O:11][C:12]2[CH:18]=[C:17]([C:29]3[CH:34]=[N:33][C:32]([S:35]([CH2:38][CH3:39])(=[O:36])=[O:37])=[CH:31][C:30]=3[CH3:40])[CH:16]=[CH:15][C:13]=2[NH:14]1, predict the reactants needed to synthesize it. The reactants are: [F:1][C:2]1[CH:7]=[CH:6][CH:5]=[C:4]([F:8])[C:3]=1[CH:9]1[NH:14][C:13]2[CH:15]=[CH:16][C:17](B3OC(C)(C)C(C)(C)O3)=[CH:18][C:12]=2[O:11][CH2:10]1.Br[C:29]1[C:30]([CH3:40])=[CH:31][C:32]([S:35]([CH2:38][CH3:39])(=[O:37])=[O:36])=[N:33][CH:34]=1.